Dataset: Reaction yield outcomes from USPTO patents with 853,638 reactions. Task: Predict the reaction yield, written as a fraction of the theoretical maximum amount of product (1.0 means a 100% yield; for example, 0.34 means a 34% yield). (1) The reactants are [H-].[Na+].[Br:3][C:4]1[C:13]2[C:8](=[CH:9][CH:10]=[CH:11][CH:12]=2)[C:7](=[O:14])[N:6]([C:15]2[CH:20]=[CH:19][C:18]([NH:21][C:22](=[O:24])[CH3:23])=[CH:17][CH:16]=2)[N:5]=1.[CH2:25](I)[CH3:26]. The catalyst is CN(C=O)C. The product is [Br:3][C:4]1[C:13]2[C:8](=[CH:9][CH:10]=[CH:11][CH:12]=2)[C:7](=[O:14])[N:6]([C:15]2[CH:20]=[CH:19][C:18]([N:21]([CH2:25][CH3:26])[C:22](=[O:24])[CH3:23])=[CH:17][CH:16]=2)[N:5]=1. The yield is 0.140. (2) The reactants are [Cl:1][C:2]1[CH:3]=[C:4]2[C:9](=[CH:10][C:11]=1[O:12][C:13]1[CH:21]=[CH:20][C:16]([C:17]([OH:19])=O)=[CH:15][CH:14]=1)[O:8][CH2:7][CH2:6][CH:5]2[C:22]([O:24][CH2:25][CH3:26])=[O:23].[C:27]1([CH:33]2[CH2:38][CH2:37][CH2:36][CH:35]([NH2:39])[CH2:34]2)[CH:32]=[CH:31][CH:30]=[CH:29][CH:28]=1.Cl.C(N=C=NCCCN(C)C)C. The catalyst is CN(C)C1C=CN=CC=1.CN(C=O)C.CCOC(C)=O. The product is [Cl:1][C:2]1[CH:3]=[C:4]2[C:9](=[CH:10][C:11]=1[O:12][C:13]1[CH:14]=[CH:15][C:16]([C:17](=[O:19])[NH:39][CH:35]3[CH2:36][CH2:37][CH2:38][CH:33]([C:27]4[CH:32]=[CH:31][CH:30]=[CH:29][CH:28]=4)[CH2:34]3)=[CH:20][CH:21]=1)[O:8][CH2:7][CH2:6][CH:5]2[C:22]([O:24][CH2:25][CH3:26])=[O:23]. The yield is 0.487. (3) The reactants are O(P(O[C:18]1[N:19]([C:24]([O:26][C:27]([CH3:30])([CH3:29])[CH3:28])=[O:25])[CH2:20][CH2:21][O:22][CH:23]=1)(OC1C=CC=CC=1)=O)C1C=CC=CC=1.[N:31]1[C:40]2[C:35](=[CH:36][CH:37]=[CH:38][CH:39]=2)[CH:34]=[C:33](B(O)O)[CH:32]=1. No catalyst specified. The product is [N:31]1[C:40]2[C:35](=[CH:36][CH:37]=[CH:38][CH:39]=2)[CH:34]=[C:33]([C:18]2[N:19]([C:24]([O:26][C:27]([CH3:28])([CH3:29])[CH3:30])=[O:25])[CH2:20][CH2:21][O:22][CH:23]=2)[CH:32]=1. The yield is 0.240. (4) The reactants are [CH2:1]([O:3][C:4]([C:6]1[C:7]([CH3:22])=[C:8]([C:15]([O:17][C:18]([CH3:21])([CH3:20])[CH3:19])=[O:16])[NH:9][C:10]=1[CH2:11][CH2:12][CH2:13][OH:14])=[O:5])[CH3:2].C(N(CC)CC)C.[CH3:30][S:31](Cl)(=[O:33])=[O:32]. The catalyst is ClCCl. The product is [CH2:1]([O:3][C:4]([C:6]1[C:7]([CH3:22])=[C:8]([C:15]([O:17][C:18]([CH3:21])([CH3:20])[CH3:19])=[O:16])[NH:9][C:10]=1[CH2:11][CH2:12][CH2:13][O:14][S:31]([CH3:30])(=[O:33])=[O:32])=[O:5])[CH3:2]. The yield is 0.990. (5) The reactants are Cl[C:2]1[N:7]=[CH:6][C:5]([C:8]2[CH:17]=[CH:16][C:15]3[C:10](=[CH:11][CH:12]=[CH:13][CH:14]=3)[CH:9]=2)=[CH:4][N:3]=1.[NH2:18][CH2:19][CH:20]1[CH2:25][CH2:24][NH:23][CH2:22][CH2:21]1. The catalyst is CS(C)=O.O. The product is [CH:9]1[C:10]2[C:15](=[CH:14][CH:13]=[CH:12][CH:11]=2)[CH:16]=[CH:17][C:8]=1[C:5]1[CH:4]=[N:3][C:2]([N:23]2[CH2:24][CH2:25][CH:20]([CH2:19][NH2:18])[CH2:21][CH2:22]2)=[N:7][CH:6]=1. The yield is 0.440. (6) The reactants are C[O:2][C:3](=O)[CH:4]([C:9]1[CH:14]=[CH:13][C:12]([NH:15][C:16]([C:18]2[NH:19][CH:20]=[C:21]([C:23]#[N:24])[N:22]=2)=[O:17])=[C:11]([C:25]2[CH2:30][CH2:29][CH2:28][CH2:27][CH:26]=2)[CH:10]=1)[C:5](OC)=[O:6].[BH4-].[Na+].CO.C(O)(=O)CC(CC(O)=O)(C(O)=O)O. The catalyst is C(O)(C)(C)C.CCOC(C)=O. The product is [C:25]1([C:11]2[CH:10]=[C:9]([CH:4]([CH2:3][OH:2])[CH2:5][OH:6])[CH:14]=[CH:13][C:12]=2[NH:15][C:16]([C:18]2[NH:19][CH:20]=[C:21]([C:23]#[N:24])[N:22]=2)=[O:17])[CH2:30][CH2:29][CH2:28][CH2:27][CH:26]=1. The yield is 0.610. (7) The reactants are C[O:2][C:3](=[O:27])[C:4]1[CH:9]=[CH:8][C:7]([C:10](=[O:26])[CH2:11][C:12]2[CH:17]=[C:16]([C:18]3[CH:19]=[N:20][CH:21]=[CH:22][CH:23]=3)[CH:15]=[CH:14][C:13]=2[O:24][CH3:25])=[CH:6][CH:5]=1.C1COCC1. The catalyst is CO. The product is [CH3:25][O:24][C:13]1[CH:14]=[CH:15][C:16]([C:18]2[CH:19]=[N:20][CH:21]=[CH:22][CH:23]=2)=[CH:17][C:12]=1[CH2:11][C:10]([C:7]1[CH:6]=[CH:5][C:4]([C:3]([OH:27])=[O:2])=[CH:9][CH:8]=1)=[O:26]. The yield is 0.200.